From a dataset of Forward reaction prediction with 1.9M reactions from USPTO patents (1976-2016). Predict the product of the given reaction. (1) Given the reactants Cl.[F:2][CH2:3][CH2:4][NH2:5].[CH2:6]([O:8][C:9](=[O:24])[CH2:10][C:11]1[C:20]2[C:15](=[CH:16][CH:17]=[C:18]([CH:21]=O)[CH:19]=2)[CH:14]=[CH:13][C:12]=1[Cl:23])[CH3:7].C(N(CC)CC)C.C([BH3-])#N.[Na+].C(O)(=O)C, predict the reaction product. The product is: [CH2:6]([O:8][C:9](=[O:24])[CH2:10][C:11]1[C:20]2[C:15](=[CH:16][CH:17]=[C:18]([CH2:21][NH:5][CH2:4][CH2:3][F:2])[CH:19]=2)[CH:14]=[CH:13][C:12]=1[Cl:23])[CH3:7]. (2) Given the reactants [CH3:1][C:2]([CH3:12])([CH3:11])[C:3](=O)[CH2:4][C:5](OCC)=[O:6].O.[NH2:14][NH2:15], predict the reaction product. The product is: [C:2]([C:3]1[CH:4]=[C:5]([OH:6])[NH:15][N:14]=1)([CH3:12])([CH3:11])[CH3:1]. (3) Given the reactants [NH2:1][C:2]1[C:15]([O:16][CH2:17][C:18]2[CH:23]=[CH:22][CH:21]=[CH:20][CH:19]=2)=[CH:14][C:13]2[C@:12]34[CH2:24][CH2:25][N:26]([C:27]([O:29][CH2:30][C:31]5[CH:36]=[CH:35][CH:34]=[CH:33][CH:32]=5)=[O:28])[C@@H:6]([C@@H:7]3[CH2:8][CH2:9][CH2:10][CH2:11]4)[CH2:5][C:4]=2[CH:3]=1.Cl[C:38]1[CH:43]=[CH:42][CH:41]=[CH:40][C:39]=1[C:44]#[N:45].C1C=CC(P(C2C(C3C(P(C4C=CC=CC=4)C4C=CC=CC=4)=CC=C4C=3C=CC=C4)=C3C(C=CC=C3)=CC=2)C2C=CC=CC=2)=CC=1.CC(C)([O-])C.[Na+], predict the reaction product. The product is: [CH2:17]([O:16][C:15]1[C:2]([NH:1][C:38]2[CH:43]=[CH:42][CH:41]=[CH:40][C:39]=2[C:44]#[N:45])=[CH:3][C:4]2[CH2:5][C@H:6]3[N:26]([C:27]([O:29][CH2:30][C:31]4[CH:32]=[CH:33][CH:34]=[CH:35][CH:36]=4)=[O:28])[CH2:25][CH2:24][C@@:12]4([C:13]=2[CH:14]=1)[C@H:7]3[CH2:8][CH2:9][CH2:10][CH2:11]4)[C:18]1[CH:23]=[CH:22][CH:21]=[CH:20][CH:19]=1.